From a dataset of Reaction yield outcomes from USPTO patents with 853,638 reactions. Predict the reaction yield, written as a fraction of the theoretical maximum amount of product (1.0 means a 100% yield; for example, 0.34 means a 34% yield). (1) The reactants are C([O:3][C:4]([C:6]1([Cl:26])[CH2:10][CH2:9][N:8]([CH2:11][C:12]2[CH:17]=[CH:16][CH:15]=[C:14]([O:18][C:19]3[CH:24]=[CH:23][CH:22]=[CH:21][CH:20]=3)[CH:13]=2)[C:7]1=[O:25])=[O:5])C.[OH-].[Na+]. The catalyst is O1CCCC1. The product is [Cl:26][C:6]1([C:4]([OH:5])=[O:3])[CH2:10][CH2:9][N:8]([CH2:11][C:12]2[CH:17]=[CH:16][CH:15]=[C:14]([O:18][C:19]3[CH:24]=[CH:23][CH:22]=[CH:21][CH:20]=3)[CH:13]=2)[C:7]1=[O:25]. The yield is 0.280. (2) The reactants are [Cl:1][C:2]1[CH:3]=[C:4]([CH2:13][O:14][C:15]2[CH:20]=[CH:19][C:18]([CH2:21][CH:22]([CH3:26])[C:23]([OH:25])=[O:24])=[CH:17][C:16]=2[C:27]([F:30])([F:29])[F:28])[C:5]2[O:9][C:8]([CH3:11])([CH3:10])[CH2:7][C:6]=2[CH:12]=1.F[B-](F)(F)F.N1(OC(N(C)C)=[N+](C)C)C2C=CC=CC=2N=N1.C(N(C(C)C)CC)(C)C.[C:62]([NH:65][CH2:66][CH2:67]O)(=[O:64])[CH3:63]. The catalyst is CN(C=O)C. The product is [Cl:1][C:2]1[CH:3]=[C:4]([CH2:13][O:14][C:15]2[CH:20]=[CH:19][C:18]([CH2:21][CH:22]([CH3:26])[C:23]([O:25][CH2:67][CH2:66][NH:65][C:62](=[O:64])[CH3:63])=[O:24])=[CH:17][C:16]=2[C:27]([F:30])([F:28])[F:29])[C:5]2[O:9][C:8]([CH3:11])([CH3:10])[CH2:7][C:6]=2[CH:12]=1. The yield is 0.700. (3) The product is [Cl:31][C:7]1[C:6]2[C:11](=[CH:12][C:3]([O:2][CH3:1])=[C:4]([O:23][CH2:24][CH2:25][O:26][CH3:27])[CH:5]=2)[N:10]=[C:9]([C:13]2[CH:18]=[CH:17][CH:16]=[C:15]([N+:19]([O-:21])=[O:20])[CH:14]=2)[N:8]=1. The catalyst is C1COCC1.CN(C=O)C. The yield is 0.680. The reactants are [CH3:1][O:2][C:3]1[CH:12]=[C:11]2[C:6]([C:7](=O)[NH:8][C:9]([C:13]3[CH:18]=[CH:17][CH:16]=[C:15]([N+:19]([O-:21])=[O:20])[CH:14]=3)=[N:10]2)=[CH:5][C:4]=1[O:23][CH2:24][CH2:25][O:26][CH3:27].C(Cl)(=O)C([Cl:31])=O. (4) The reactants are Br[C:2]1[C:7]2=[CH:8][N:9]([C:11]3[C:16]([F:17])=[CH:15][CH:14]=[CH:13][C:12]=3[Cl:18])[N:10]=[C:6]2[C:5]([F:19])=[CH:4][N:3]=1.[NH2:20][C:21]1[CH:26]=[C:25]([CH3:27])[N:24]=[C:23]([CH3:28])[N:22]=1.CC1(C)C2C(=C(P(C3C=CC=CC=3)C3C=CC=CC=3)C=CC=2)[O:50]C2C(P(C3C=CC=CC=3)C3C=CC=CC=3)=CC=CC1=2.C(=O)([O-])[O-].[Cs+].[Cs+]. The catalyst is O1CCOCC1.C1C=CC(/C=C/C(/C=C/C2C=CC=CC=2)=O)=CC=1.C1C=CC(/C=C/C(/C=C/C2C=CC=CC=2)=O)=CC=1.C1C=CC(/C=C/C(/C=C/C2C=CC=CC=2)=O)=CC=1.[Pd].[Pd]. The product is [ClH:18].[Cl:18][C:12]1[CH:13]=[CH:14][CH:15]=[C:16]([F:17])[C:11]=1[N:9]1[CH:8]=[C:7]2[C:2]([NH:20][C:21]3[N:22]=[C:23]([CH3:28])[N:24]=[C:25]([CH2:27][OH:50])[CH:26]=3)=[N:3][CH:4]=[C:5]([F:19])[C:6]2=[N:10]1. The yield is 0.700.